Dataset: Catalyst prediction with 721,799 reactions and 888 catalyst types from USPTO. Task: Predict which catalyst facilitates the given reaction. (1) Reactant: C(O[C:4]([C:6]1[S:10][C:9]([C:11]2[CH:16]=[CH:15][C:14]([C:17]([F:20])([F:19])[F:18])=[CH:13][CH:12]=2)=[N:8][C:7]=1[CH2:21][N:22](C(OC(C)(C)C)=O)[CH2:23][C:24]([O:26][CH2:27][CH3:28])=[O:25])=[O:5])C.CC([O-])(C)C.[K+]. Product: [CH2:27]([O:26][C:24]([C:23]1[N:22]=[CH:21][C:7]2[N:8]=[C:9]([C:11]3[CH:12]=[CH:13][C:14]([C:17]([F:20])([F:18])[F:19])=[CH:15][CH:16]=3)[S:10][C:6]=2[C:4]=1[OH:5])=[O:25])[CH3:28]. The catalyst class is: 1. (2) Reactant: [CH3:1][C:2]1[N:7]=[CH:6][C:5](/[CH:8]=[CH:9]\[N:10]2[C:18]3[CH:17]=[CH:16][C:15]([S:19]([CH3:22])(=[O:21])=[O:20])=[CH:14][C:13]=3[C:12]3[CH2:23][N:24]4[CH2:29][CH2:28][CH:27]([C:11]2=3)[CH2:26][CH2:25]4)=[CH:4][CH:3]=1. Product: [CH3:1][C:2]1[N:7]=[CH:6][C:5]([CH2:8][CH2:9][N:10]2[C:18]3[CH:17]=[CH:16][C:15]([S:19]([CH3:22])(=[O:20])=[O:21])=[CH:14][C:13]=3[C:12]3[CH2:23][N:24]4[CH2:25][CH2:26][CH:27]([C:11]2=3)[CH2:28][CH2:29]4)=[CH:4][CH:3]=1. The catalyst class is: 663. (3) Reactant: [NH2:1][C@H:2]1[CH2:6][N:5]([C:7]([O:9][C:10]([CH3:13])([CH3:12])[CH3:11])=[O:8])[C@@H:4]([CH3:14])[CH2:3]1.[F:15][C:16]1[CH:21]=[C:20]([F:22])[C:19]([F:23])=[CH:18][C:17]=1[S:24](Cl)(=[O:26])=[O:25].CCN(C(C)C)C(C)C. Product: [CH3:14][C@H:4]1[CH2:3][C@@H:2]([NH:1][S:24]([C:17]2[CH:18]=[C:19]([F:23])[C:20]([F:22])=[CH:21][C:16]=2[F:15])(=[O:26])=[O:25])[CH2:6][N:5]1[C:7]([O:9][C:10]([CH3:13])([CH3:12])[CH3:11])=[O:8]. The catalyst class is: 2.